Dataset: Reaction yield outcomes from USPTO patents with 853,638 reactions. Task: Predict the reaction yield, written as a fraction of the theoretical maximum amount of product (1.0 means a 100% yield; for example, 0.34 means a 34% yield). (1) The reactants are Cl[C:2]1[C:7]([N+:8]([O-:10])=[O:9])=[CH:6][CH:5]=[C:4]([Cl:11])[N:3]=1.Cl.[CH3:13][O:14][C:15](=[O:24])[C@H:16]([CH2:18][CH2:19][C:20]([O:22][CH3:23])=[O:21])[NH2:17].C([O-])(O)=O.[Na+]. The catalyst is O1CCCC1. The product is [Cl:11][C:4]1[N:3]=[C:2]([NH:17][C@@H:16]([CH2:18][CH2:19][C:20]([O:22][CH3:23])=[O:21])[C:15]([O:14][CH3:13])=[O:24])[C:7]([N+:8]([O-:10])=[O:9])=[CH:6][CH:5]=1. The yield is 0.870. (2) The reactants are [H-].[Na+].[C:3]1([OH:9])[CH:8]=[CH:7][CH:6]=[CH:5][CH:4]=1.Cl[C:11]1[C:16]([N+:17]([O-:19])=[O:18])=[C:15]([NH:20][CH2:21][C:22]([NH:25][C:26](=[O:28])[CH3:27])([CH3:24])[CH3:23])[C:14]([CH3:29])=[C:13]([CH3:30])[N:12]=1.CCOC(C)=O. The catalyst is C(COC)OC. The product is [CH3:30][C:13]1[C:14]([CH3:29])=[C:15]([NH:20][CH2:21][C:22]([NH:25][C:26](=[O:28])[CH3:27])([CH3:24])[CH3:23])[C:16]([N+:17]([O-:19])=[O:18])=[C:11]([O:9][C:3]2[CH:8]=[CH:7][CH:6]=[CH:5][CH:4]=2)[N:12]=1. The yield is 0.500. (3) The reactants are Br[C:2]1[C:3]([O:21][CH3:22])=[N:4][C:5]([C:17]([F:20])([F:19])[F:18])=[CH:6][C:7]=1[CH2:8][O:9][Si:10]([C:13]([CH3:16])([CH3:15])[CH3:14])([CH3:12])[CH3:11].[C:23]1(C)[CH:28]=CC=C[CH:24]=1. The catalyst is C1C=CC([P]([Pd]([P](C2C=CC=CC=2)(C2C=CC=CC=2)C2C=CC=CC=2)([P](C2C=CC=CC=2)(C2C=CC=CC=2)C2C=CC=CC=2)[P](C2C=CC=CC=2)(C2C=CC=CC=2)C2C=CC=CC=2)(C2C=CC=CC=2)C2C=CC=CC=2)=CC=1. The product is [CH2:28]([C:2]1[C:3]([O:21][CH3:22])=[N:4][C:5]([C:17]([F:20])([F:19])[F:18])=[CH:6][C:7]=1[CH2:8][O:9][Si:10]([C:13]([CH3:16])([CH3:15])[CH3:14])([CH3:12])[CH3:11])[CH:23]=[CH2:24]. The yield is 1.00. (4) The reactants are C(N(CC)CC)C.[I-].[CH2:9]([O:11][C:12]([C@@:14]1([NH:19][C:20](N2C=C[N+](C)=C2)=[O:21])[CH2:16][C@H:15]1[CH:17]=[CH2:18])=[O:13])[CH3:10].[CH2:28]([N:34]([CH3:43])[C:35]([C@@H:37]1[CH2:41][C@@H:40]([OH:42])[CH2:39][NH:38]1)=[O:36])[CH2:29][CH2:30][CH2:31][CH:32]=[CH2:33]. The catalyst is C(Cl)Cl. The product is [CH2:9]([O:11][C:12]([C@@:14]1([NH:19][C:20]([N:38]2[CH2:39][C@H:40]([OH:42])[CH2:41][C@H:37]2[C:35](=[O:36])[N:34]([CH2:28][CH2:29][CH2:30][CH2:31][CH:32]=[CH2:33])[CH3:43])=[O:21])[CH2:16][C@@H:15]1[CH:17]=[CH2:18])=[O:13])[CH3:10]. The yield is 0.700. (5) The reactants are [CH3:1][C:2]1[CH:3]=[C:4]([NH:16][C:17]2[C:26]3[C:21](=[CH:22][CH:23]=[CH:24][C:25]=3[O:27][C@H:28]([CH3:32])[C:29](O)=[O:30])[N:20]=[CH:19][N:18]=2)[CH:5]=[CH:6][C:7]=1[O:8][C:9]1[CH:10]=[N:11][C:12]([CH3:15])=[CH:13][CH:14]=1.[OH:33][CH2:34][CH2:35][CH2:36][NH:37][CH3:38]. The product is [OH:33][CH2:34][CH2:35][CH2:36][N:37]([CH3:38])[C:29](=[O:30])[C@H:28]([O:27][C:25]1[CH:24]=[CH:23][CH:22]=[C:21]2[C:26]=1[C:17]([NH:16][C:4]1[CH:5]=[CH:6][C:7]([O:8][C:9]3[CH:10]=[N:11][C:12]([CH3:15])=[CH:13][CH:14]=3)=[C:2]([CH3:1])[CH:3]=1)=[N:18][CH:19]=[N:20]2)[CH3:32]. The yield is 0.500. No catalyst specified. (6) The reactants are [Cl:1][C:2]([Cl:26])([Cl:25])[CH2:3][O:4][C:5]([C@@H:7]1[CH2:12][CH2:11][CH2:10][N:9]([C:13](=[O:24])[C@@H:14]([NH:16][C:17](=[O:23])[C@@H:18]([NH2:22])[CH:19]([CH3:21])[CH3:20])[CH3:15])[NH:8]1)=[O:6].[OH:27][C@@H:28]([C:30]1[CH:39]=[CH:38][C:37]2[C:32](=[CH:33][C:34](/[CH:40]=[CH:41]/[C@@:42]([CH2:47][O:48][CH3:49])([CH3:46])[C:43](O)=[O:44])=[CH:35][CH:36]=2)[N:31]=1)[CH3:29].F[P-](F)(F)(F)(F)F.CN(C(N(C)C)=[N+]1C2C(=NC=CC=2)[N+]([O-])=N1)C.C(N(CC)C(C)C)(C)C. The catalyst is ClCCl. The product is [Cl:26][C:2]([Cl:25])([Cl:1])[CH2:3][O:4][C:5]([C@@H:7]1[CH2:12][CH2:11][CH2:10][N:9]([C:13](=[O:24])[C@@H:14]([NH:16][C:17](=[O:23])[C@@H:18]([NH:22][C:43](=[O:44])[C@:42]([CH2:47][O:48][CH3:49])([CH3:46])/[CH:41]=[CH:40]/[C:34]2[CH:33]=[C:32]3[C:37]([CH:38]=[CH:39][C:30]([C@H:28]([OH:27])[CH3:29])=[N:31]3)=[CH:36][CH:35]=2)[CH:19]([CH3:21])[CH3:20])[CH3:15])[NH:8]1)=[O:6]. The yield is 0.530. (7) The reactants are [C:1]([C:5]1[CH:13]=[CH:12][C:8]([C:9](Cl)=[O:10])=[CH:7][CH:6]=1)([CH3:4])([CH3:3])[CH3:2].[Sn](Cl)(Cl)(Cl)Cl.[O-:19][C:20]#[N:21].[Na+].[NH2:23][C:24]1[CH:29]=[CH:28][CH:27]=[CH:26][N:25]=1. The catalyst is C1(C)C=CC=CC=1.C(#N)C. The product is [C:1]([C:5]1[CH:13]=[CH:12][C:8]([C:9]([NH:21][C:20]([NH:23][C:24]2[CH:29]=[CH:28][CH:27]=[CH:26][N:25]=2)=[O:19])=[O:10])=[CH:7][CH:6]=1)([CH3:4])([CH3:3])[CH3:2]. The yield is 0.0392.